Dataset: TCR-epitope binding with 47,182 pairs between 192 epitopes and 23,139 TCRs. Task: Binary Classification. Given a T-cell receptor sequence (or CDR3 region) and an epitope sequence, predict whether binding occurs between them. (1) The epitope is PKYVKQNTLKLAT. The TCR CDR3 sequence is CASSGPGQGTDTQYF. Result: 1 (the TCR binds to the epitope). (2) The epitope is NLNESLIDL. Result: 0 (the TCR does not bind to the epitope). The TCR CDR3 sequence is CASSLGRPGEQFF.